Dataset: Full USPTO retrosynthesis dataset with 1.9M reactions from patents (1976-2016). Task: Predict the reactants needed to synthesize the given product. (1) The reactants are: [O:1]1[C:5]2[CH:6]=[CH:7][C:8]([C:10]3[CH:15]=[C:14]([C:16]4[CH:21]=[CH:20][CH:19]=[CH:18][CH:17]=4)[N:13]=[C:12]([O:22][CH2:23][CH2:24][CH2:25][CH2:26][CH2:27][O:28][Si](C)(C)C(C)(C)C)[CH:11]=3)=[CH:9][C:4]=2[O:3][CH2:2]1. Given the product [O:1]1[C:5]2[CH:6]=[CH:7][C:8]([C:10]3[CH:15]=[C:14]([C:16]4[CH:21]=[CH:20][CH:19]=[CH:18][CH:17]=4)[N:13]=[C:12]([O:22][CH2:23][CH2:24][CH2:25][CH2:26][CH2:27][OH:28])[CH:11]=3)=[CH:9][C:4]=2[O:3][CH2:2]1, predict the reactants needed to synthesize it. (2) Given the product [Cl:1][C:2]1[CH:7]=[CH:6][CH:5]=[CH:4][C:3]=1[C:8]1[CH:17]=[C:16]([CH2:18][OH:19])[CH:15]=[C:14]2[C:9]=1[CH2:10][NH:11][C:12](=[O:30])[N:13]2[C:22]1[C:23]([Cl:29])=[CH:24][CH:25]=[CH:26][C:27]=1[Cl:28], predict the reactants needed to synthesize it. The reactants are: [Cl:1][C:2]1[CH:7]=[CH:6][CH:5]=[CH:4][C:3]=1[C:8]1[CH:17]=[C:16]([C:18](OC)=[O:19])[CH:15]=[C:14]2[C:9]=1[CH2:10][NH:11][C:12](=[O:30])[N:13]2[C:22]1[C:27]([Cl:28])=[CH:26][CH:25]=[CH:24][C:23]=1[Cl:29].[H-].[Al+3].[Li+].[H-].[H-].[H-].Cl.C(OCC)(=O)C. (3) Given the product [CH:1]1([N:5]2[C:13]3[C:8](=[CH:9][CH:10]=[C:11]([OH:14])[CH:12]=3)[C:7]([C:16]#[N:17])=[CH:6]2)[CH2:2][CH2:3][CH2:4]1, predict the reactants needed to synthesize it. The reactants are: [CH:1]1([N:5]2[C:13]3[C:8](=[CH:9][CH:10]=[C:11]([O:14]C)[CH:12]=3)[C:7]([C:16]#[N:17])=[CH:6]2)[CH2:4][CH2:3][CH2:2]1.B(Br)(Br)Br.[OH-].[Na+]. (4) Given the product [CH3:23][N:21]1[CH:22]=[C:18]([C:2]2[C:7]3[N:8]=[CH:9][NH:10][C:11](=[O:12])[C:6]=3[CH:5]=[CH:4][N:3]=2)[N:19]=[CH:20]1, predict the reactants needed to synthesize it. The reactants are: Cl[C:2]1[C:7]2[N:8]=[CH:9][NH:10][C:11](=[O:12])[C:6]=2[CH:5]=[CH:4][N:3]=1.C([Sn](CCCC)(CCCC)[C:18]1[N:19]=[CH:20][N:21]([CH3:23])[CH:22]=1)CCC. (5) Given the product [F:8][C:4]1[CH:5]=[CH:6][CH:7]=[C:2]([F:1])[C:3]=1[NH:9][C:10]1[CH:11]=[C:12]2[C:16](=[CH:17][CH:18]=1)[NH:15][N:14]=[C:13]2[C:25]1[N:26]=[C:27]([N:41]([CH3:42])[CH3:43])[NH:28][C:29](=[O:31])[CH:30]=1, predict the reactants needed to synthesize it. The reactants are: [F:1][C:2]1[CH:7]=[CH:6][CH:5]=[C:4]([F:8])[C:3]=1[NH:9][C:10]1[CH:11]=[C:12]2[C:16](=[CH:17][CH:18]=1)[N:15](C1CCCCO1)[N:14]=[C:13]2[C:25]1[CH:30]=[C:29]([O:31]CC2C=CC(OC)=CC=2)[N:28]=[C:27]([N:41]([CH3:43])[CH3:42])[N:26]=1.C(O)(C(F)(F)F)=O. (6) Given the product [Br:1][C:2]1[CH:7]=[C:6]([C:11](=[O:17])[CH2:12][CH2:13][C:14]([OH:16])=[O:15])[CH:5]=[CH:4][C:3]=1[O:8][CH2:9][CH3:10], predict the reactants needed to synthesize it. The reactants are: [Br:1][C:2]1[CH:7]=[CH:6][CH:5]=[CH:4][C:3]=1[O:8][CH2:9][CH3:10].[C:11]1(=[O:17])[O:16][C:14](=[O:15])[CH2:13][CH2:12]1.[Cl-].[Al+3].[Cl-].[Cl-].Cl.